From a dataset of Forward reaction prediction with 1.9M reactions from USPTO patents (1976-2016). Predict the product of the given reaction. Given the reactants [NH2:1][C@@H:2]1[CH2:7][C@H:6]([N:8]([C:13]([C:15]2[C:16]([NH:25][CH2:26][CH2:27][CH2:28][S:29][CH3:30])=[N:17][C:18]([C:21]([CH3:24])([CH3:23])[CH3:22])=[N:19][CH:20]=2)=[O:14])[CH2:9][CH:10]([CH3:12])[CH3:11])[CH2:5][N:4]([C:31]([O:33][C:34]([CH3:37])([CH3:36])[CH3:35])=[O:32])[CH2:3]1.[C:38](Cl)(=O)[O:39]C1C=CC([N+]([O-])=O)=CC=1.[CH2:51]([NH2:53])[CH3:52], predict the reaction product. The product is: [C:21]([C:18]1[N:17]=[C:16]([NH:25][CH2:26][CH2:27][CH2:28][S:29][CH3:30])[C:15]([C:13]([N:8]([CH2:9][CH:10]([CH3:12])[CH3:11])[C@H:6]2[CH2:7][C@@H:2]([NH:1][C:38](=[O:39])[NH:53][CH2:51][CH3:52])[CH2:3][N:4]([C:31]([O:33][C:34]([CH3:35])([CH3:36])[CH3:37])=[O:32])[CH2:5]2)=[O:14])=[CH:20][N:19]=1)([CH3:24])([CH3:22])[CH3:23].